The task is: Predict the reactants needed to synthesize the given product.. This data is from Full USPTO retrosynthesis dataset with 1.9M reactions from patents (1976-2016). (1) Given the product [C:19]1([C:25](=[N:32][C:33]2[CH:34]=[C:35]([C:36]([C:2]3[C:10]4[CH:9]=[N:8][CH:7]=[N:6][C:5]=4[N:4]([CH2:11][O:12][CH2:13][CH2:14][Si:15]([CH3:18])([CH3:17])[CH3:16])[CH:3]=3)=[O:37])[CH:42]=[CH:43][N:44]=2)[C:26]2[CH:31]=[CH:30][CH:29]=[CH:28][CH:27]=2)[CH:20]=[CH:21][CH:22]=[CH:23][CH:24]=1, predict the reactants needed to synthesize it. The reactants are: I[C:2]1[C:10]2[CH:9]=[N:8][CH:7]=[N:6][C:5]=2[N:4]([CH2:11][O:12][CH2:13][CH2:14][Si:15]([CH3:18])([CH3:17])[CH3:16])[CH:3]=1.[C:19]1([C:25](=[N:32][C:33]2[CH:34]=[C:35]([CH:42]=[CH:43][N:44]=2)[C:36](N(OC)C)=[O:37])[C:26]2[CH:31]=[CH:30][CH:29]=[CH:28][CH:27]=2)[CH:24]=[CH:23][CH:22]=[CH:21][CH:20]=1. (2) Given the product [CH3:23][O:22][C:20](=[O:21])[CH2:19][C@H:16]1[C:15]2[CH:24]=[CH:25][C:12]([O:11][C@H:9]3[C:10]4[C:6](=[C:5]([O:39][C:37]5[CH:36]=[CH:35][C:34]6[C:30]([CH3:29])=[N:31][O:32][C:33]=6[CH:38]=5)[CH:4]=[CH:3][C:2]=4[F:1])[CH2:7][CH2:8]3)=[CH:13][C:14]=2[O:18][CH2:17]1, predict the reactants needed to synthesize it. The reactants are: [F:1][C:2]1[CH:3]=[CH:4][C:5](B(O)O)=[C:6]2[C:10]=1[C@H:9]([O:11][C:12]1[CH:25]=[CH:24][C:15]3[C@H:16]([CH2:19][C:20]([O:22][CH3:23])=[O:21])[CH2:17][O:18][C:14]=3[CH:13]=1)[CH2:8][CH2:7]2.[CH3:29][C:30]1[C:34]2[CH:35]=[CH:36][C:37]([OH:39])=[CH:38][C:33]=2[O:32][N:31]=1. (3) Given the product [Cl:28][C:7]1[NH:8][C:9]2[C:5]([C:6]=1[S:12][C:13]1[C:14]([F:24])=[C:15]([CH:21]=[CH:22][CH:23]=1)[C:16]([O:18][CH2:19][CH3:20])=[O:17])=[CH:4][CH:3]=[C:2]([Cl:1])[C:10]=2[F:11], predict the reactants needed to synthesize it. The reactants are: [Cl:1][C:2]1[C:10]([F:11])=[C:9]2[C:5]([C:6]([S:12][C:13]3[C:14]([F:24])=[C:15]([CH:21]=[CH:22][CH:23]=3)[C:16]([O:18][CH2:19][CH3:20])=[O:17])=[CH:7][NH:8]2)=[CH:4][CH:3]=1.S(Cl)([Cl:28])(=O)=O. (4) Given the product [Cl:1][C:2]1[C:7]([C:8]2[NH:12][CH:11]=[C:10]([CH2:22][N:23]([CH3:31])[C:24](=[O:30])[O:25][C:26]([CH3:28])([CH3:29])[CH3:27])[C:9]=2[F:32])=[CH:6][CH:5]=[CH:4][N:3]=1, predict the reactants needed to synthesize it. The reactants are: [Cl:1][C:2]1[C:7]([C:8]2[N:12](S(C3C=CC=CC=3)(=O)=O)[CH:11]=[C:10]([CH2:22][N:23]([CH3:31])[C:24](=[O:30])[O:25][C:26]([CH3:29])([CH3:28])[CH3:27])[C:9]=2[F:32])=[CH:6][CH:5]=[CH:4][N:3]=1.O1CCCC1.CC(O)C.[OH-].[Na+]. (5) Given the product [CH:1]([N:4]1[CH2:5][CH2:6][N:7]([C:10]([C:12]2[CH:20]=[C:19]3[C:15]([C:16]([CH2:21][N:22]4[CH2:23][CH2:24][CH2:25][CH2:26][CH2:27]4)=[CH:17][N:18]3[S:31]([CH3:30])(=[O:33])=[O:32])=[CH:14][CH:13]=2)=[O:11])[CH2:8][CH2:9]1)([CH3:3])[CH3:2], predict the reactants needed to synthesize it. The reactants are: [CH:1]([N:4]1[CH2:9][CH2:8][N:7]([C:10]([C:12]2[CH:20]=[C:19]3[C:15]([C:16]([CH2:21][N:22]4[CH2:27][CH2:26][CH2:25][CH2:24][CH2:23]4)=[CH:17][NH:18]3)=[CH:14][CH:13]=2)=[O:11])[CH2:6][CH2:5]1)([CH3:3])[CH3:2].[H-].[Na+].[CH3:30][S:31](Cl)(=[O:33])=[O:32]. (6) The reactants are: NC1N(C(OC(C)(C)C)=O)N=C(C2C=CC(O)=CC=2)C=1C#N.C([O:30][C:31]1[CH:44]=[CH:43][C:34]([O:35][CH2:36][CH2:37][N:38]2[CH2:42][CH2:41][CH2:40][CH2:39]2)=[CH:33][CH:32]=1)C1C=CC=CC=1. Given the product [N:38]1([CH2:37][CH2:36][O:35][C:34]2[CH:33]=[CH:32][C:31]([OH:30])=[CH:44][CH:43]=2)[CH2:42][CH2:41][CH2:40][CH2:39]1, predict the reactants needed to synthesize it. (7) Given the product [Cl:28][C:29]1[CH:30]=[CH:31][C:32]([CH2:35][O:36][C:37]2[CH:42]=[CH:41][N:40]([CH2:15][C:16]([C:18]3[CH:23]=[CH:22][C:21]([CH2:24][OH:25])=[CH:20][C:19]=3[CH3:26])=[O:17])[C:39](=[O:43])[CH:38]=2)=[N:33][CH:34]=1, predict the reactants needed to synthesize it. The reactants are: C(OC1C=CN([CH2:15][C:16]([C:18]2[CH:23]=[CH:22][C:21]([CH2:24][OH:25])=[CH:20][C:19]=2[CH3:26])=[O:17])C(=O)C=1)C1C=CC=CC=1.[Cl:28][C:29]1[CH:30]=[CH:31][C:32]([CH2:35][O:36][C:37]2[CH:42]=[CH:41][NH:40][C:39](=[O:43])[CH:38]=2)=[N:33][CH:34]=1. (8) Given the product [CH2:11]([C:8]1[CH:9]=[CH:10][C:5]([C:3](=[O:4])[CH2:2][C:14]2[NH:13][CH:17]=[CH:16][N:15]=2)=[CH:6][CH:7]=1)[CH3:12], predict the reactants needed to synthesize it. The reactants are: Br[CH2:2][C:3]([C:5]1[CH:10]=[CH:9][C:8]([CH2:11][CH3:12])=[CH:7][CH:6]=1)=[O:4].[NH:13]1[CH2:17][CH2:16][N:15]=[CH:14]1.